From a dataset of Full USPTO retrosynthesis dataset with 1.9M reactions from patents (1976-2016). Predict the reactants needed to synthesize the given product. (1) Given the product [S:8]1[C:6]2=[N:7][CH:2]=[CH:3][N:4]=[C:5]2[N:10]=[C:9]1[NH:11][C:12]1[O:13][C@:14]2([CH2:22][N:23]=1)[CH:19]1[CH2:20][CH2:21][N:16]([CH2:17][CH2:18]1)[CH2:15]2, predict the reactants needed to synthesize it. The reactants are: Br[C:2]1[N:7]=[C:6]2[S:8][C:9]([NH:11][C:12]3[O:13][C@:14]4([CH2:22][N:23]=3)[CH:19]3[CH2:20][CH2:21][N:16]([CH2:17][CH2:18]3)[CH2:15]4)=[N:10][C:5]2=[N:4][CH:3]=1.Cl. (2) Given the product [C:3]([O:7][C:8]([N:10]1[CH2:15][CH2:14][CH:13]([CH2:16][O:17][CH2:28][C@H:23]([NH2:22])[CH2:24][CH2:25][CH2:26][CH3:27])[CH2:12][CH2:11]1)=[O:9])([CH3:6])([CH3:5])[CH3:4], predict the reactants needed to synthesize it. The reactants are: NO.[C:3]([O:7][C:8]([N:10]1[CH2:15][CH2:14][CH:13]([CH2:16][O:17]S(C)(=O)=O)[CH2:12][CH2:11]1)=[O:9])([CH3:6])([CH3:5])[CH3:4].[NH2:22][C@@H:23]([CH2:28]O)[CH2:24][CH2:25][CH2:26][CH3:27]. (3) Given the product [Cl:1][C:2]1[C:7]([C:8]2[C:9](=[O:22])[NH:10][C:11](=[O:21])[N:12]([CH2:14][CH2:15][CH:16]=[O:17])[CH:13]=2)=[CH:6][CH:5]=[C:4]([CH3:23])[N:3]=1, predict the reactants needed to synthesize it. The reactants are: [Cl:1][C:2]1[C:7]([C:8]2[C:9](=[O:22])[NH:10][C:11](=[O:21])[N:12]([CH2:14][CH2:15][CH:16](OC)[O:17]C)[CH:13]=2)=[CH:6][CH:5]=[C:4]([CH3:23])[N:3]=1. (4) Given the product [Cl:1][C:2]1[CH:3]=[C:4]([C:16]([NH:18][C@H:19]([C:21]2[CH:22]=[CH:23][C:24]([C:25]([OH:27])=[O:26])=[CH:28][CH:29]=2)[CH3:20])=[O:17])[C:5]([O:8][C:9]2[CH:14]=[CH:13][C:12]([CH3:31])=[C:11]([F:15])[CH:10]=2)=[N:6][CH:7]=1, predict the reactants needed to synthesize it. The reactants are: [Cl:1][C:2]1[CH:3]=[C:4]([C:16]([NH:18][C@H:19]([C:21]2[CH:29]=[CH:28][C:24]([C:25]([OH:27])=[O:26])=[CH:23][CH:22]=2)[CH3:20])=[O:17])[C:5]([O:8][C:9]2[CH:14]=[CH:13][CH:12]=[C:11]([F:15])[CH:10]=2)=[N:6][CH:7]=1.F[C:31]1C=C(O)C=CC=1C. (5) Given the product [I:1][C:2]1[CH:7]=[CH:6][C:5]([O:8][CH2:16][C:17]#[N:18])=[CH:4][CH:3]=1, predict the reactants needed to synthesize it. The reactants are: [I:1][C:2]1[CH:7]=[CH:6][C:5]([OH:8])=[CH:4][CH:3]=1.C([O-])([O-])=O.[K+].[K+].Br[CH2:16][C:17]#[N:18]. (6) The reactants are: [Cl:1][C:2]1[CH:3]=[C:4](/[CH:9]=[CH:10]/[C:11]([N:13]2[CH2:19][CH2:18][C:17](=[O:20])[N:16]([CH2:21][CH:22]3[CH2:24][O:23]3)[CH2:15][CH2:14]2)=[O:12])[CH:5]=[CH:6][C:7]=1[Cl:8].Cl.[F:26][CH:27]1[CH2:32][CH2:31][NH:30][CH2:29][CH2:28]1.CCN(CC)CC. Given the product [Cl:1][C:2]1[CH:3]=[C:4](/[CH:9]=[CH:10]/[C:11]([N:13]2[CH2:19][CH2:18][C:17](=[O:20])[N:16]([CH2:21][CH:22]([OH:23])[CH2:24][N:30]3[CH2:31][CH2:32][CH:27]([F:26])[CH2:28][CH2:29]3)[CH2:15][CH2:14]2)=[O:12])[CH:5]=[CH:6][C:7]=1[Cl:8], predict the reactants needed to synthesize it. (7) Given the product [F:1][C:2]1[CH:8]=[C:7]([O:9][C:10]2[C:11]3[N:18]([CH3:19])[CH:17]=[CH:16][C:12]=3[N:13]=[CH:14][N:15]=2)[CH:6]=[CH:5][C:3]=1[NH:4][C:31]([NH:39][C:40]1[CH:45]=[C:44]([C:46]([F:48])([F:47])[F:49])[CH:43]=[CH:42][N:41]=1)=[O:37], predict the reactants needed to synthesize it. The reactants are: [F:1][C:2]1[CH:8]=[C:7]([O:9][C:10]2[C:11]3[N:18]([CH3:19])[CH:17]=[CH:16][C:12]=3[N:13]=[CH:14][N:15]=2)[CH:6]=[CH:5][C:3]=1[NH2:4].C(N(CC)CC)C.ClC(Cl)(O[C:31](=[O:37])OC(Cl)(Cl)Cl)Cl.[NH2:39][C:40]1[CH:45]=[C:44]([C:46]([F:49])([F:48])[F:47])[CH:43]=[CH:42][N:41]=1.